From a dataset of Reaction yield outcomes from USPTO patents with 853,638 reactions. Predict the reaction yield, written as a fraction of the theoretical maximum amount of product (1.0 means a 100% yield; for example, 0.34 means a 34% yield). (1) The reactants are [Br:1][C:2]1[CH:42]=[CH:41][CH:40]=[CH:39][C:3]=1[CH2:4][C:5]1[O:6][C:7]([CH3:38])=[C:8]([CH3:37])[C:9]=1[C:10]([C:12]1[CH:31]=[CH:30][C:15]([O:16][S:17]([C:20]2[CH:28]=[CH:27][C:23]([C:24]([OH:26])=[O:25])=[C:22]([OH:29])[CH:21]=2)(=[O:19])=[O:18])=[C:14]([CH:32]2[CH2:36][CH2:35][CH2:34][CH2:33]2)[CH:13]=1)=[O:11].[I-].[Mg+2].[I-].[C:46](OC(=O)C)(=[O:48])[CH3:47]. The catalyst is CCOCC. The product is [C:46]([O:29][C:22]1[CH:21]=[C:20]([S:17]([O:16][C:15]2[CH:30]=[CH:31][C:12]([C:10]([C:9]3[C:8]([CH3:37])=[C:7]([CH3:38])[O:6][C:5]=3[CH2:4][C:3]3[CH:39]=[CH:40][CH:41]=[CH:42][C:2]=3[Br:1])=[O:11])=[CH:13][C:14]=2[CH:32]2[CH2:36][CH2:35][CH2:34][CH2:33]2)(=[O:19])=[O:18])[CH:28]=[CH:27][C:23]=1[C:24]([OH:26])=[O:25])(=[O:48])[CH3:47]. The yield is 0.250. (2) The reactants are [C:1]1(B(O)O)[CH:6]=[CH:5][CH:4]=[CH:3][CH:2]=1.Cl[C:11]1[C:15]([N+:16]([O-:18])=[O:17])=[CH:14][N:13]([C:19]2[CH:20]=[N:21][CH:22]=[CH:23][CH:24]=2)[N:12]=1.C(O)C.C(=O)([O-])[O-].[K+].[K+]. The catalyst is C1(C)C=CC=CC=1.C1C=CC([P]([Pd]([P](C2C=CC=CC=2)(C2C=CC=CC=2)C2C=CC=CC=2)([P](C2C=CC=CC=2)(C2C=CC=CC=2)C2C=CC=CC=2)[P](C2C=CC=CC=2)(C2C=CC=CC=2)C2C=CC=CC=2)(C2C=CC=CC=2)C2C=CC=CC=2)=CC=1. The product is [N+:16]([C:15]1[C:11]([C:1]2[CH:6]=[CH:5][CH:4]=[CH:3][CH:2]=2)=[N:12][N:13]([C:19]2[CH:20]=[N:21][CH:22]=[CH:23][CH:24]=2)[CH:14]=1)([O-:18])=[O:17]. The yield is 0.800. (3) The reactants are [CH3:1][C:2]1[C:7]2[NH:8][C:9](=[O:13])[O:10][C:11](=[O:12])[C:6]=2[CH:5]=[CH:4][CH:3]=1.[N+:14]([O-])([OH:16])=[O:15]. The catalyst is OS(O)(=O)=O. The product is [CH3:1][C:2]1[C:7]2[NH:8][C:9](=[O:13])[O:10][C:11](=[O:12])[C:6]=2[CH:5]=[C:4]([N+:14]([O-:16])=[O:15])[CH:3]=1. The yield is 0.890. (4) The reactants are C(=O)([O-])[O-].[K+].[K+].[C:7]([C:9]1[CH:10]=[C:11]([CH:35]([CH3:37])[CH3:36])[C:12]2[O:16][C:15]([C:17]3[CH:33]=[CH:32][C:20]([C:21]([NH:23][CH2:24][C@H:25]4[O:31][CH2:30][CH2:29][NH:28][CH2:27][CH2:26]4)=[O:22])=[CH:19][CH:18]=3)=[N:14][C:13]=2[CH:34]=1)#[N:8].Br[CH2:39][C:40]1[CH:45]=[CH:44][CH:43]=[C:42]([C:46]([F:49])([F:48])[F:47])[CH:41]=1. The catalyst is CO. The product is [C:7]([C:9]1[CH:10]=[C:11]([CH:35]([CH3:37])[CH3:36])[C:12]2[O:16][C:15]([C:17]3[CH:33]=[CH:32][C:20]([C:21]([NH:23][CH2:24][C@H:25]4[O:31][CH2:30][CH2:29][N:28]([CH2:39][C:40]5[CH:45]=[CH:44][CH:43]=[C:42]([C:46]([F:47])([F:48])[F:49])[CH:41]=5)[CH2:27][CH2:26]4)=[O:22])=[CH:19][CH:18]=3)=[N:14][C:13]=2[CH:34]=1)#[N:8]. The yield is 0.560. (5) The reactants are [Br:1][CH2:2][C:3](=O)[C@@H:4]([NH:15]C(=O)OC(C)(C)C)[CH2:5][C:6]1[CH:11]=[CH:10][C:9]([N+:12]([O-:14])=[O:13])=[CH:8][CH:7]=1.[S:24]1[CH:28]=[CH:27][CH:26]=[C:25]1[C:29](=[S:31])[NH2:30].C(OCC)C. The catalyst is CC#N. The product is [BrH:1].[N+:12]([C:9]1[CH:8]=[CH:7][C:6]([CH2:5][C@@H:4]([C:3]2[N:30]=[C:29]([C:25]3[S:24][CH:28]=[CH:27][CH:26]=3)[S:31][CH:2]=2)[NH2:15])=[CH:11][CH:10]=1)([O-:14])=[O:13]. The yield is 0.870. (6) The reactants are [CH3:1][O:2][C:3]1[N:8]=[C:7](/[CH:9]=[CH:10]/[C:11]([NH:13][NH:14]C([O-])=O)=[O:12])[CH:6]=[CH:5][C:4]=1[N:18]1[CH:22]=[C:21]([CH3:23])[N:20]=[CH:19]1.[ClH:24]. The catalyst is C(O)CC. The product is [ClH:24].[ClH:24].[CH3:1][O:2][C:3]1[N:8]=[C:7](/[CH:9]=[CH:10]/[C:11]([NH:13][NH2:14])=[O:12])[CH:6]=[CH:5][C:4]=1[N:18]1[CH:22]=[C:21]([CH3:23])[N:20]=[CH:19]1. The yield is 0.870. (7) The reactants are [Cl:1][C:2]1[C:3]([N:9]=[C:10]=S)=[N:4][CH:5]=[C:6]([Cl:8])[CH:7]=1.CCN(CC)CC.Cl.Cl.[NH2:21][CH2:22][C@@:23]1([OH:31])[CH:28]2[CH2:29][CH2:30][N:25]([CH2:26][CH2:27]2)[CH2:24]1.C(N=C=NC(C)C)(C)C. The catalyst is CN(C)C=O. The product is [Cl:1][C:2]1[C:3]([NH:9][C:10]2[O:31][C@:23]3([CH2:22][N:21]=2)[CH:28]2[CH2:29][CH2:30][N:25]([CH2:26][CH2:27]2)[CH2:24]3)=[N:4][CH:5]=[C:6]([Cl:8])[CH:7]=1. The yield is 0.440. (8) The reactants are C[O:2][C:3](=[O:24])[C:4]1[CH:9]=[C:8]([C:10]2[S:11][CH:12]=[C:13]([C:15]3[CH:20]=[CH:19][C:18]([Cl:21])=[C:17]([Cl:22])[CH:16]=3)[N:14]=2)[CH:7]=[CH:6][C:5]=1Br.[NH2:25][C:26]([C:28]1[CH:33]=[CH:32][CH:31]=[CH:30][C:29]=1B(O)O)=[O:27]. The yield is 0.0800. The product is [C:26]([C:28]1[CH:33]=[CH:32][CH:31]=[CH:30][C:29]=1[C:5]1[C:4]([C:3]([OH:2])=[O:24])=[CH:9][C:8]([C:10]2[S:11][CH:12]=[C:13]([C:15]3[CH:20]=[CH:19][C:18]([Cl:21])=[C:17]([Cl:22])[CH:16]=3)[N:14]=2)=[CH:7][CH:6]=1)(=[O:27])[NH2:25]. No catalyst specified. (9) The reactants are C([O:5][C:6]([C:8]1[C:9]([N:26]([CH2:29][CH3:30])[CH2:27][CH3:28])=[N:10][C:11]2[C:16]([C:17]=1[C:18]1[CH:23]=[CH:22][CH:21]=[C:20]([Cl:24])[CH:19]=1)=[CH:15][C:14]([Cl:25])=[CH:13][CH:12]=2)=[O:7])(C)(C)C. The catalyst is Cl.O1CCOCC1. The product is [Cl:25][C:14]1[CH:15]=[C:16]2[C:11](=[CH:12][CH:13]=1)[N:10]=[C:9]([N:26]([CH2:27][CH3:28])[CH2:29][CH3:30])[C:8]([C:6]([OH:7])=[O:5])=[C:17]2[C:18]1[CH:23]=[CH:22][CH:21]=[C:20]([Cl:24])[CH:19]=1. The yield is 0.860.